This data is from Forward reaction prediction with 1.9M reactions from USPTO patents (1976-2016). The task is: Predict the product of the given reaction. (1) Given the reactants F[C:2]1[C:7]([C:8]([F:11])([F:10])[F:9])=[CH:6][CH:5]=[CH:4][C:3]=1[C:12]([C:14]1[CH:19]=[CH:18][C:17]([O:20][CH3:21])=[CH:16][CH:15]=1)=O.O.[NH2:23][NH2:24].CCOC(C)=O.Cl, predict the reaction product. The product is: [CH3:21][O:20][C:17]1[CH:18]=[CH:19][C:14]([C:12]2[C:3]3[C:2](=[C:7]([C:8]([F:11])([F:10])[F:9])[CH:6]=[CH:5][CH:4]=3)[NH:24][N:23]=2)=[CH:15][CH:16]=1. (2) Given the reactants Br[C:2]1[CH:3]=[CH:4][C:5]([NH:8][C:9](=[O:28])[CH2:10][C:11]2[CH:16]=[CH:15][C:14]([O:17][C:18]3[CH:23]=[CH:22][C:21]([N+:24]([O-:26])=[O:25])=[C:20]([OH:27])[CH:19]=3)=[CH:13][CH:12]=2)=[N:6][CH:7]=1.[Cl:29][C:30]1[CH:31]=[C:32](B(O)O)[CH:33]=[CH:34][C:35]=1[Cl:36], predict the reaction product. The product is: [Cl:29][C:30]1[CH:31]=[C:32]([C:2]2[CH:3]=[CH:4][C:5]([NH:8][C:9](=[O:28])[CH2:10][C:11]3[CH:16]=[CH:15][C:14]([O:17][C:18]4[CH:23]=[CH:22][C:21]([N+:24]([O-:26])=[O:25])=[C:20]([OH:27])[CH:19]=4)=[CH:13][CH:12]=3)=[N:6][CH:7]=2)[CH:33]=[CH:34][C:35]=1[Cl:36]. (3) Given the reactants [C:1]([O:10][CH:11]([CH3:13])[CH3:12])(=[O:9])[CH2:2][C:3]([O:5][CH:6]([CH3:8])[CH3:7])=[O:4].[H-].[Na+].CN(C)C=O.[H][H].Br[CH2:24][C:25]([O:30][CH3:31])([O:28][CH3:29])[CH2:26]Br, predict the reaction product. The product is: [CH3:29][O:28][C:25]1([O:30][CH3:31])[CH2:26][C:2]([C:3]([O:5][CH:6]([CH3:7])[CH3:8])=[O:4])([C:1]([O:10][CH:11]([CH3:13])[CH3:12])=[O:9])[CH2:24]1. (4) The product is: [NH2:10][C:9]1[C:8]2[C:7](=[N:6][C:5]([CH2:1][CH:2]([CH3:4])[CH3:3])=[CH:12][C:11]=2[CH3:13])[S:14][C:16]=1[C:17]([NH2:19])=[O:18]. Given the reactants [CH2:1]([C:5]1[CH:12]=[C:11]([CH3:13])[C:8]([C:9]#[N:10])=[C:7]([SH:14])[N:6]=1)[CH:2]([CH3:4])[CH3:3].Br[CH2:16][C:17]([NH2:19])=[O:18].[O-]CC.[Na+], predict the reaction product. (5) Given the reactants [Cl:1][C:2]1[N:12]=[C:11]2[C:5]([NH:6][C:7](=[O:19])[CH2:8][CH2:9][N:10]2[CH:13]2[CH2:18][CH2:17][CH2:16][CH2:15][CH2:14]2)=[CH:4][N:3]=1.[CH3:20]I.[H-].[Na+], predict the reaction product. The product is: [Cl:1][C:2]1[N:12]=[C:11]2[C:5]([N:6]([CH3:20])[C:7](=[O:19])[CH2:8][CH2:9][N:10]2[CH:13]2[CH2:18][CH2:17][CH2:16][CH2:15][CH2:14]2)=[CH:4][N:3]=1. (6) Given the reactants [Cl:1][C:2]1[CH:7]=[CH:6][C:5]([C:8](=[O:11])[CH2:9][CH3:10])=[C:4]([NH:12][C:13]2[CH:18]=[CH:17][CH:16]=[CH:15][CH:14]=2)[CH:3]=1.C[Si]([N-][Si](C)(C)C)(C)C.[Na+].[O:29]1[CH:33]=[CH:32][N:31]=[C:30]1[C:34](Cl)=O, predict the reaction product. The product is: [Cl:1][C:2]1[CH:3]=[C:4]2[C:5]([C:8](=[O:11])[C:9]([CH3:10])=[C:34]([C:30]3[O:29][CH:33]=[CH:32][N:31]=3)[N:12]2[C:13]2[CH:14]=[CH:15][CH:16]=[CH:17][CH:18]=2)=[CH:6][CH:7]=1.